This data is from Reaction yield outcomes from USPTO patents with 853,638 reactions. The task is: Predict the reaction yield, written as a fraction of the theoretical maximum amount of product (1.0 means a 100% yield; for example, 0.34 means a 34% yield). (1) The reactants are [Cl:1][C:2]1[CH:7]=[CH:6][C:5]([S:8]([N:11]([CH:19]([CH3:28])[CH2:20][C:21]([O:23]C(C)(C)C)=[O:22])[C:12]2[CH:17]=[CH:16][C:15]([F:18])=[CH:14][CH:13]=2)(=[O:10])=[O:9])=[CH:4][CH:3]=1.C(O)(C(F)(F)F)=O. The catalyst is C(Cl)Cl. The product is [Cl:1][C:2]1[CH:3]=[CH:4][C:5]([S:8]([N:11]([CH:19]([CH3:28])[CH2:20][C:21]([OH:23])=[O:22])[C:12]2[CH:17]=[CH:16][C:15]([F:18])=[CH:14][CH:13]=2)(=[O:10])=[O:9])=[CH:6][CH:7]=1. The yield is 1.05. (2) The reactants are [N+:1]([C:4]1[CH:9]=[CH:8][C:7]([CH2:10][C:11]([OH:13])=O)=[CH:6][CH:5]=1)([O-:3])=[O:2].O.OC1C2N=NNC=2C=CC=1.Cl.[CH2:26]([O:28][C:29](=[O:49])[CH:30]([NH:42][C:43]([O:45][CH2:46][CH:47]=[CH2:48])=[O:44])[CH2:31][C:32]1[O:36][N:35]=[C:34]([CH:37]2[CH2:41][CH2:40][CH2:39][NH:38]2)[CH:33]=1)[CH3:27].C(N(CC)CC)C. The catalyst is CN(C)C=O.O. The product is [CH2:26]([O:28][C:29](=[O:49])[CH:30]([NH:42][C:43]([O:45][CH2:46][CH:47]=[CH2:48])=[O:44])[CH2:31][C:32]1[O:36][N:35]=[C:34]([CH:37]2[CH2:41][CH2:40][CH2:39][N:38]2[C:11](=[O:13])[CH2:10][C:7]2[CH:6]=[CH:5][C:4]([N+:1]([O-:3])=[O:2])=[CH:9][CH:8]=2)[CH:33]=1)[CH3:27]. The yield is 0.150. (3) The yield is 0.760. The reactants are [C:1]([OH:10])(=[O:9])/[CH:2]=[CH:3]\[CH:4]=[CH:5]\[C:6]([OH:8])=[O:7].II. The catalyst is C(O)CCC. The product is [C:1]([OH:10])(=[O:9])/[CH:2]=[CH:3]/[CH:4]=[CH:5]/[C:6]([OH:8])=[O:7]. (4) The reactants are [CH2:1]([S:4][C@:5]1([C:28]2[CH:33]=[CH:32][C:31]([C:34]3[CH:39]=[CH:38][CH:37]=[CH:36][CH:35]=3)=[CH:30][CH:29]=2)[CH2:9][N:8]([C:10](=[O:24])[C@@H:11]([NH:16][C:17]([O:19][C:20]([CH3:23])([CH3:22])[CH3:21])=[O:18])[C:12]([CH3:15])([CH3:14])[CH3:13])[C@H:7]([C:25](O)=[O:26])[CH2:6]1)[CH:2]=[CH2:3].[NH2:40][C@:41]1([C:46]([NH:48][S:49]([CH:52]2[CH2:54][CH2:53]2)(=[O:51])=[O:50])=[O:47])[CH2:43][C@H:42]1[CH:44]=[CH2:45].CC1C=CC(S(O)(=O)=O)=CC=1.CN(C(ON1N=NC2C=CC=NC1=2)=[N+](C)C)C.F[P-](F)(F)(F)(F)F.C(N(CC)C(C)C)(C)C. The catalyst is C(Cl)Cl. The yield is 0.552. The product is [CH2:1]([S:4][C@:5]1([C:28]2[CH:29]=[CH:30][C:31]([C:34]3[CH:39]=[CH:38][CH:37]=[CH:36][CH:35]=3)=[CH:32][CH:33]=2)[CH2:9][N:8]([C:10](=[O:24])[C@@H:11]([NH:16][C:17](=[O:18])[O:19][C:20]([CH3:23])([CH3:22])[CH3:21])[C:12]([CH3:13])([CH3:14])[CH3:15])[C@H:7]([C:25](=[O:26])[NH:40][C@:41]2([C:46](=[O:47])[NH:48][S:49]([CH:52]3[CH2:54][CH2:53]3)(=[O:51])=[O:50])[CH2:43][C@H:42]2[CH:44]=[CH2:45])[CH2:6]1)[CH:2]=[CH2:3]. (5) The reactants are CS(C)=O.[Cl-].[CH3:6][C:7]1[N:12]2[N:13]=[C:14]([CH2:16][OH:17])[N:15]=[C:11]2[N:10]=[C:9]2[CH2:18][CH2:19][CH2:20][C:8]=12.C(N(CC)CC)C. The catalyst is ClCCl.O. The product is [CH3:6][C:7]1[N:12]2[N:13]=[C:14]([CH:16]=[O:17])[N:15]=[C:11]2[N:10]=[C:9]2[CH2:18][CH2:19][CH2:20][C:8]=12. The yield is 0.890.